Regression. Given a peptide amino acid sequence and an MHC pseudo amino acid sequence, predict their binding affinity value. This is MHC class II binding data. From a dataset of Peptide-MHC class II binding affinity with 134,281 pairs from IEDB. (1) The binding affinity (normalized) is 0.514. The MHC is HLA-DQA10201-DQB10303 with pseudo-sequence HLA-DQA10201-DQB10303. The peptide sequence is DGCWYPMEIRPRKTH. (2) The peptide sequence is TDDNEEPIAPYHFDL. The MHC is DRB1_0802 with pseudo-sequence DRB1_0802. The binding affinity (normalized) is 0.203. (3) The peptide sequence is ALHNMIDIMISWIRS. The MHC is DRB1_0101 with pseudo-sequence DRB1_0101. The binding affinity (normalized) is 0.624.